This data is from Full USPTO retrosynthesis dataset with 1.9M reactions from patents (1976-2016). The task is: Predict the reactants needed to synthesize the given product. (1) Given the product [N:9]1([CH2:8][C:7]2[CH:15]=[CH:16][C:4]([NH2:1])=[CH:5][CH:6]=2)[CH2:14][CH2:13][O:12][CH2:11][CH2:10]1, predict the reactants needed to synthesize it. The reactants are: [N+:1]([C:4]1[CH:16]=[CH:15][C:7]([CH2:8][N:9]2[CH2:14][CH2:13][O:12][CH2:11][CH2:10]2)=[CH:6][CH:5]=1)([O-])=O.Cl.[OH-].[Na+]. (2) Given the product [NH2:10][C:11]1[S:12][C:13]2[C:18]([NH:19][C@H:20]([CH3:23])[CH2:21][OH:22])=[N:17][C:16]([S:24][CH2:4][C:3]3[CH:6]=[CH:7][CH:8]=[CH:9][C:2]=3[F:1])=[N:15][C:14]=2[N:25]=1, predict the reactants needed to synthesize it. The reactants are: [F:1][C:2]1[CH:9]=[CH:8][CH:7]=[CH:6][C:3]=1[CH2:4]Br.[NH2:10][C:11]1[S:12][C:13]2[C:18]([NH:19][C@H:20]([CH3:23])[CH2:21][OH:22])=[N:17][C:16]([SH:24])=[N:15][C:14]=2[N:25]=1.C(N(C(C)C)CC)(C)C. (3) Given the product [C:1]1([N:7]2[C:11]([C:12]#[N:14])=[CH:10][N:9]=[N:8]2)[CH:2]=[CH:3][CH:4]=[CH:5][CH:6]=1, predict the reactants needed to synthesize it. The reactants are: [C:1]1([N:7]2[C:11]([C:12]([NH2:14])=O)=[CH:10][N:9]=[N:8]2)[CH:6]=[CH:5][CH:4]=[CH:3][CH:2]=1.CCN(C(C)C)C(C)C.CS(OS(C)(=O)=O)(=O)=O. (4) Given the product [CH3:29][CH:28]([CH2:31][AlH:7][CH2:15][CH:14]([CH3:13])[CH3:19])[CH3:30], predict the reactants needed to synthesize it. The reactants are: [H-].C(O[Al+:7]OCC(C)C)C(C)C.[CH3:13][C:14]1[CH:15]=CC(S(O)(=O)=O)=C[CH:19]=1.Cl[Si]([C:28]([CH3:31])([CH3:30])[CH3:29])(C)C.C1C=C[NH+]=CC=1.[O-][Cr](Cl)(=O)=O.C1C=CC(N=NC2C=CC(N)=NC=2N)=CC=1.Cl. (5) Given the product [C:1]([NH:4][C@H:5]([C@H:11]1[C@H:15]([NH:16][C:17]([NH:26][C:27]([O:29][C:30]([CH3:33])([CH3:32])[CH3:31])=[O:28])=[N:18][C:19]([O:21][C:22]([CH3:24])([CH3:23])[CH3:25])=[O:20])[CH2:14][C@H:13]([C:34]([OH:36])=[O:35])[C@H:12]1[OH:38])[CH:6]([CH2:7][CH3:8])[CH2:9][CH3:10])(=[O:3])[CH3:2], predict the reactants needed to synthesize it. The reactants are: [C:1]([NH:4][C@H:5]([C@H:11]1[C@H:15]([NH:16][C:17]([NH:26][C:27]([O:29][C:30]([CH3:33])([CH3:32])[CH3:31])=[O:28])=[N:18][C:19]([O:21][C:22]([CH3:25])([CH3:24])[CH3:23])=[O:20])[CH2:14][C@H:13]([C:34]([O:36]C)=[O:35])[C@H:12]1[OH:38])[CH:6]([CH2:9][CH3:10])[CH2:7][CH3:8])(=[O:3])[CH3:2].[OH-].[Na+]. (6) Given the product [CH3:41][C:36]1[CH:35]=[C:34]([C:30]2[CH:29]=[C:28]([C:26]3[CH2:25][C:24](=[O:42])[NH:23][C:9]4[CH:10]=[C:11]([C:19]([F:21])([F:22])[F:20])[C:12]([N:14]([CH:16]([CH3:18])[CH3:17])[CH3:15])=[CH:13][C:8]=4[N:7]=3)[CH:33]=[CH:32][CH:31]=2)[CH:39]=[C:38]([CH3:40])[N:37]=1, predict the reactants needed to synthesize it. The reactants are: C(OC(=O)[NH:7][C:8]1[CH:13]=[C:12]([N:14]([CH:16]([CH3:18])[CH3:17])[CH3:15])[C:11]([C:19]([F:22])([F:21])[F:20])=[CH:10][C:9]=1[NH:23][C:24](=[O:42])[CH2:25][C:26]([C:28]1[CH:33]=[CH:32][CH:31]=[C:30]([C:34]2[CH:39]=[C:38]([CH3:40])[N:37]=[C:36]([CH3:41])[CH:35]=2)[CH:29]=1)=O)(C)(C)C.C(O)(C(F)(F)F)=O. (7) Given the product [OH:30][CH:27]1[CH2:28][CH2:29][CH:24]([NH:23][C:2]2[CH:9]=[C:8]([N:10]3[CH:18]4[C:13]([CH2:14][CH2:15][CH2:16][CH2:17]4)=[C:12]([CH2:19][CH2:20][OH:21])[C:11]3=[O:22])[CH:7]=[CH:6][C:3]=2[C:4]#[N:5])[CH2:25][CH2:26]1, predict the reactants needed to synthesize it. The reactants are: Br[C:2]1[CH:9]=[C:8]([N:10]2[CH:18]3[C:13]([CH2:14][CH2:15][CH2:16][CH2:17]3)=[C:12]([CH2:19][CH2:20][OH:21])[C:11]2=[O:22])[CH:7]=[CH:6][C:3]=1[C:4]#[N:5].[NH2:23][C@H:24]1[CH2:29][CH2:28][C@H:27]([OH:30])[CH2:26][CH2:25]1.CC([O-])(C)C.[Na+]. (8) Given the product [CH2:1]([C@:3]1([OH:11])[CH2:7][CH2:6][N:5]([C:19]2[CH:20]=[C:13]([F:12])[C:14]([C:15]#[N:16])=[C:17]([F:22])[CH:18]=2)[C@H:4]1[CH:8]([CH3:10])[CH3:9])[CH3:2], predict the reactants needed to synthesize it. The reactants are: [CH2:1]([C@:3]1([OH:11])[CH2:7][CH2:6][NH:5][C@H:4]1[CH:8]([CH3:10])[CH3:9])[CH3:2].[F:12][C:13]1[CH:20]=[C:19](F)[CH:18]=[C:17]([F:22])[C:14]=1[C:15]#[N:16].C(=O)([O-])[O-].[Li+].[Li+]. (9) Given the product [CH:34]([C:36]1[CH:45]=[C:44]2[C:39]([CH:40]=[CH:41][C:42]([C@H:46]([O:48][C:3]([C@@H:5]3[CH2:10][CH2:9][CH2:8][N:7]([C:11](=[O:29])[C@@H:12]([NH:14][C:15](=[O:28])[C@@H:16]([NH:20][C:21]([O:23][C:24]([CH3:25])([CH3:27])[CH3:26])=[O:22])[CH:17]([CH3:19])[CH3:18])[CH3:13])[NH:6]3)=[O:2])[CH3:47])=[N:43]2)=[CH:38][CH:37]=1)=[CH2:35], predict the reactants needed to synthesize it. The reactants are: C[O:2][C:3]([C@@H:5]1[CH2:10][CH2:9][CH2:8][N:7]([C:11](=[O:29])[C@@H:12]([NH:14][C:15](=[O:28])[C@@H:16]([NH:20][C:21]([O:23][C:24]([CH3:27])([CH3:26])[CH3:25])=[O:22])[CH:17]([CH3:19])[CH3:18])[CH3:13])[NH:6]1)=O.O.[OH-].[Li+].Cl.[CH:34]([C:36]1[CH:45]=[C:44]2[C:39]([CH:40]=[CH:41][C:42]([C@H:46]([OH:48])[CH3:47])=[N:43]2)=[CH:38][CH:37]=1)=[CH2:35].Cl.CN(C)CCCN=C=NCC. (10) Given the product [CH2:16]([O:3][C:4]1[CH:13]=[C:12]2[C:7]([CH:8]=[CH:9][C:10]([C:14]#[N:15])=[CH:11]2)=[CH:6][CH:5]=1)[C:17]1[CH:22]=[CH:21][CH:20]=[CH:19][CH:18]=1, predict the reactants needed to synthesize it. The reactants are: [H-].[Na+].[OH:3][C:4]1[CH:13]=[C:12]2[C:7]([CH:8]=[CH:9][C:10]([C:14]#[N:15])=[CH:11]2)=[CH:6][CH:5]=1.[CH2:16](Br)[C:17]1[CH:22]=[CH:21][CH:20]=[CH:19][CH:18]=1.O.